Predict the reactants needed to synthesize the given product. From a dataset of Full USPTO retrosynthesis dataset with 1.9M reactions from patents (1976-2016). (1) The reactants are: [CH3:1][C:2]1([CH3:15])[C:14]2[CH:13]=[CH:12][CH:11]=[CH:10][C:9]=2[C:8]2[C:3]1=[CH:4][CH:5]=[CH:6][CH:7]=2.[Br:16][C:17]1[CH:18]=[C:19]2[C:24](=[O:25])[O:23][C:21](=[O:22])[C:20]2=[CH:26][CH:27]=1.ClCCl.[Cl-].[Al+3].[Cl-].[Cl-]. Given the product [Br:16][C:17]1[CH:27]=[CH:26][C:20]([C:21]([C:5]2[CH:6]=[CH:7][C:8]3[C:9]4[C:14](=[CH:13][CH:12]=[CH:11][CH:10]=4)[C:2]([CH3:15])([CH3:1])[C:3]=3[CH:4]=2)=[O:22])=[C:19]([CH:18]=1)[C:24]([OH:25])=[O:23], predict the reactants needed to synthesize it. (2) Given the product [Cl:46][C:35]1[CH:36]=[C:37]([CH2:40][C:41]([O:43][CH2:44][CH3:45])=[O:42])[CH:38]=[CH:39][C:34]=1[N:33]1[C:27](=[O:28])[C:11]2[C:12]([O:19][CH2:20][C:21]3[CH:22]=[CH:23][CH:24]=[CH:25][CH:26]=3)=[C:13]3[CH:14]=[CH:15][CH:16]=[CH:17][C:18]3=[C:9]([O:8][CH2:7][C:1]3[CH:6]=[CH:5][CH:4]=[CH:3][CH:2]=3)[C:10]=2[C:30]1=[O:31], predict the reactants needed to synthesize it. The reactants are: [C:1]1([CH2:7][O:8][C:9]2[C:18]3[C:13](=[CH:14][CH:15]=[CH:16][CH:17]=3)[C:12]([O:19][CH2:20][C:21]3[CH:26]=[CH:25][CH:24]=[CH:23][CH:22]=3)=[C:11]([C:27](O)=[O:28])[C:10]=2[C:30](O)=[O:31])[CH:6]=[CH:5][CH:4]=[CH:3][CH:2]=1.[NH2:33][C:34]1[CH:39]=[CH:38][C:37]([CH2:40][C:41]([O:43][CH2:44][CH3:45])=[O:42])=[CH:36][C:35]=1[Cl:46].O.